Predict the product of the given reaction. From a dataset of Forward reaction prediction with 1.9M reactions from USPTO patents (1976-2016). (1) Given the reactants [CH3:1][C:2]1[S:3][C:4]2[C:13]3[N:12]=[C:11]([NH2:14])[N:10]=[CH:9][C:8]=3[CH2:7][CH2:6][C:5]=2[N:15]=1.[C:16](Cl)(=[O:23])[C:17]1[CH:22]=[CH:21][CH:20]=[CH:19][CH:18]=1.O, predict the reaction product. The product is: [CH3:1][C:2]1[S:3][C:4]2[C:13]3[N:12]=[C:11]([NH:14][C:16](=[O:23])[C:17]4[CH:22]=[CH:21][CH:20]=[CH:19][CH:18]=4)[N:10]=[CH:9][C:8]=3[CH2:7][CH2:6][C:5]=2[N:15]=1. (2) Given the reactants [C:1]([CH:4]=[CH:5][C:6]1[CH:15]=[CH:14][C:9]([C:10]([O:12][CH3:13])=[O:11])=[CH:8][CH:7]=1)([OH:3])=[O:2].CCN(CC)CC.CN([P+](O[N:34]1[N:42]=[N:41][C:36]2[CH:37]=[CH:38][CH:39]=[CH:40][C:35]1=2)(N(C)C)N(C)C)C.F[P-](F)(F)(F)(F)F.[NH4+].[Cl-], predict the reaction product. The product is: [N:41]1([O:2][C:1]([CH:4]=[CH:5][C:6]2[CH:15]=[CH:14][C:9]([C:10]([O:12][CH3:13])=[O:11])=[CH:8][CH:7]=2)=[O:3])[C:36]2[CH:37]=[CH:38][CH:39]=[CH:40][C:35]=2[N:34]=[N:42]1. (3) Given the reactants [CH3:1][O:2][C:3]1[CH:4]=[CH:5][C:6]2[NH:12][C:11](=[O:13])[N:10]([CH:14]3[CH2:19][CH2:18][NH:17][CH2:16][CH2:15]3)[CH2:9][CH2:8][C:7]=2[CH:20]=1.Cl[C:22]1[N:27]=[CH:26][N:25]=[C:24]([O:28][C:29]2[CH:30]=[C:31]([CH3:39])[C:32]3[N:36]=[C:35]([CH3:37])[NH:34][C:33]=3[CH:38]=2)[CH:23]=1.CCN(C(C)C)C(C)C, predict the reaction product. The product is: [CH3:37][C:35]1[NH:34][C:33]2[CH:38]=[C:29]([O:28][C:24]3[N:25]=[CH:26][N:27]=[C:22]([N:17]4[CH2:18][CH2:19][CH:14]([N:10]5[CH2:9][CH2:8][C:7]6[CH:20]=[C:3]([O:2][CH3:1])[CH:4]=[CH:5][C:6]=6[NH:12][C:11]5=[O:13])[CH2:15][CH2:16]4)[CH:23]=3)[CH:30]=[C:31]([CH3:39])[C:32]=2[N:36]=1. (4) Given the reactants [N:1]1[CH:6]=[C:5]([C:7]([NH:9][C:10]2([C:13]([OH:15])=O)[CH2:12][CH2:11]2)=[O:8])[CH:4]=[N:3][CH:2]=1.C1N=CN(C(N2C=NC=C2)=O)C=1.[NH2:28][CH2:29][C:30]1[CH:35]=[CH:34][C:33]([N:36]([C:38]2[CH:43]=[CH:42][C:41]([O:44][CH3:45])=[CH:40][C:39]=2[CH3:46])[CH3:37])=[CH:32][CH:31]=1.C(N(C(C)C)CC)(C)C, predict the reaction product. The product is: [CH3:45][O:44][C:41]1[CH:42]=[CH:43][C:38]([N:36]([CH3:37])[C:33]2[CH:34]=[CH:35][C:30]([CH2:29][NH:28][C:13]([C:10]3([NH:9][C:7]([C:5]4[CH:4]=[N:3][CH:2]=[N:1][CH:6]=4)=[O:8])[CH2:11][CH2:12]3)=[O:15])=[CH:31][CH:32]=2)=[C:39]([CH3:46])[CH:40]=1. (5) Given the reactants Br[CH2:2][CH:3]1[O:8][C:7]2[CH:9]=[CH:10][CH:11]=[CH:12][C:6]=2[O:5][CH2:4]1.[NH:13]1[CH2:18][CH2:17][CH2:16][CH:15]([OH:19])[CH2:14]1.C([O-])([O-])=O.[K+].[K+], predict the reaction product. The product is: [O:8]1[C:7]2[CH:9]=[CH:10][CH:11]=[CH:12][C:6]=2[O:5][CH2:4][CH:3]1[CH2:2][N:13]1[CH2:18][CH2:17][CH2:16][CH:15]([OH:19])[CH2:14]1. (6) Given the reactants [CH3:1][O:2][C:3]1[CH:4]=[C:5]2[C:10](=[CH:11][C:12]=1[N:13]1[CH2:18][CH2:17][N:16]([CH3:19])[CH2:15][CH2:14]1)[NH:9][CH:8]=[C:7]([C:20]#[N:21])[C:6]2=O.C1(C)C=CC=CC=1.P(Cl)(Cl)([Cl:32])=O, predict the reaction product. The product is: [Cl:32][C:6]1[C:5]2[C:10](=[CH:11][C:12]([N:13]3[CH2:18][CH2:17][N:16]([CH3:19])[CH2:15][CH2:14]3)=[C:3]([O:2][CH3:1])[CH:4]=2)[N:9]=[CH:8][C:7]=1[C:20]#[N:21]. (7) The product is: [ClH:32].[CH3:1][C:2]1[CH:7]=[CH:6][CH:5]=[C:4]([CH3:8])[C:3]=1[CH2:9][NH:10][C:11]1[C:12]2[N:13]([C:25]([CH3:29])=[C:26]([CH3:28])[N:27]=2)[CH:14]=[C:15]([C:17]2[C:18](=[O:23])[NH:19][CH:20]=[CH:21][CH:22]=2)[CH:16]=1. Given the reactants [CH3:1][C:2]1[CH:7]=[CH:6][CH:5]=[C:4]([CH3:8])[C:3]=1[CH2:9][NH:10][C:11]1[C:12]2[N:13]([C:25]([CH3:29])=[C:26]([CH3:28])[N:27]=2)[CH:14]=[C:15]([C:17]2[C:18]([O:23]C)=[N:19][CH:20]=[CH:21][CH:22]=2)[CH:16]=1.[I-].[Na+].[Cl:32][Si](C)(C)C.[OH-].[NH4+], predict the reaction product.